From a dataset of Full USPTO retrosynthesis dataset with 1.9M reactions from patents (1976-2016). Predict the reactants needed to synthesize the given product. (1) Given the product [CH3:1][O:2][C:3]1[CH:8]=[CH:7][C:6]([CH2:9][C:10]2[N:12]=[CH:18][NH:16][N:22]=2)=[CH:5][CH:4]=1, predict the reactants needed to synthesize it. The reactants are: [CH3:1][O:2][C:3]1[CH:8]=[CH:7][C:6]([CH2:9][C:10]([NH2:12])=O)=[CH:5][CH:4]=1.COC(OC)[N:16]([CH3:18])C.O.[NH2:22]N.[OH-].[Na+]. (2) Given the product [CH2:33]([C:29]1[NH:28][C:6]([CH3:8])=[C:5]([S:2]([CH3:1])(=[O:4])=[O:3])[CH:15]([C:12]2[CH:13]=[CH:14][C:9]([CH3:17])=[CH:10][CH:11]=2)[C:30]=1[C:31]#[N:32])[CH:34]([CH3:36])[CH3:35], predict the reactants needed to synthesize it. The reactants are: [CH3:1][S:2]([CH2:5][C:6]([CH3:8])=O)(=[O:4])=[O:3].[C:9]1([CH3:17])[CH:14]=[CH:13][C:12]([CH:15]=O)=[CH:11][CH:10]=1.N1CCCCC1.C(O)(=O)C.[NH2:28][C:29]([CH2:33][CH:34]([CH3:36])[CH3:35])=[CH:30][C:31]#[N:32]. (3) Given the product [N:21]1([CH2:2][CH2:3][C:4]2[CH:9]=[C:8]([C:10]([O:12][CH2:13][CH3:14])=[O:11])[CH:7]=[CH:6][C:5]=2[C:15]2[CH:20]=[CH:19][CH:18]=[CH:17][CH:16]=2)[CH2:26][CH2:25][CH2:24][CH2:23][CH2:22]1, predict the reactants needed to synthesize it. The reactants are: O=[CH:2][CH2:3][C:4]1[CH:9]=[C:8]([C:10]([O:12][CH2:13][CH3:14])=[O:11])[CH:7]=[CH:6][C:5]=1[C:15]1[CH:20]=[CH:19][CH:18]=[CH:17][CH:16]=1.[NH:21]1[CH2:26][CH2:25][CH2:24][CH2:23][CH2:22]1.C(O)(=O)C.C(O[BH-](OC(=O)C)OC(=O)C)(=O)C.[Na+]. (4) Given the product [C:22]([C:3]1[N:4]=[CH:5][C:6]([N:8]2[CH2:13][CH2:12][CH2:11][C@@H:10]([NH:14][C:15](=[O:21])[O:16][C:17]([CH3:20])([CH3:19])[CH3:18])[CH2:9]2)=[N:7][C:2]=1[NH:24][C:25]1[CH:26]=[CH:27][C:28]([C:31]([N:33]2[CH2:34][CH2:35][O:36][CH2:37][CH2:38]2)=[O:32])=[CH:29][CH:30]=1)#[N:23], predict the reactants needed to synthesize it. The reactants are: Cl[C:2]1[N:7]=[C:6]([N:8]2[CH2:13][CH2:12][CH2:11][C@@H:10]([NH:14][C:15](=[O:21])[O:16][C:17]([CH3:20])([CH3:19])[CH3:18])[CH2:9]2)[CH:5]=[N:4][C:3]=1[C:22]#[N:23].[NH2:24][C:25]1[CH:30]=[CH:29][C:28]([C:31]([N:33]2[CH2:38][CH2:37][O:36][CH2:35][CH2:34]2)=[O:32])=[CH:27][CH:26]=1.C1C=CC(P(C2C(C3C(P(C4C=CC=CC=4)C4C=CC=CC=4)=CC=C4C=3C=CC=C4)=C3C(C=CC=C3)=CC=2)C2C=CC=CC=2)=CC=1.C([O-])([O-])=O.[Cs+].[Cs+]. (5) Given the product [NH2:1][C:2]1[N:3]([C:9]2[C:14]([Cl:15])=[CH:13][C:12]([C:16]([F:19])([F:17])[F:18])=[CH:11][C:10]=2[Cl:20])[CH:4]=[C:5]([C:7]#[N:8])[C:6]=1[I:21], predict the reactants needed to synthesize it. The reactants are: [NH2:1][C:2]1[N:3]([C:9]2[C:14]([Cl:15])=[CH:13][C:12]([C:16]([F:19])([F:18])[F:17])=[CH:11][C:10]=2[Cl:20])[CH:4]=[C:5]([C:7]#[N:8])[CH:6]=1.[I:21]N1C(=O)CCC1=O. (6) Given the product [C:1]([O:5][C:6]([C:8]1[C:9]([C:14]2[CH:19]=[CH:18][C:17]([CH2:20][N:21]3[C:25]([CH:26]=[N:36][OH:37])=[C:24]([CH:28]4[CH2:29][CH2:30]4)[N:23]=[C:22]3[O:31][CH2:32][CH3:33])=[C:16]([F:34])[CH:15]=2)=[CH:10][CH:11]=[CH:12][CH:13]=1)=[O:7])([CH3:3])([CH3:2])[CH3:4], predict the reactants needed to synthesize it. The reactants are: [C:1]([O:5][C:6]([C:8]1[C:9]([C:14]2[CH:19]=[CH:18][C:17]([CH2:20][N:21]3[C:25]([CH:26]=O)=[C:24]([CH:28]4[CH2:30][CH2:29]4)[N:23]=[C:22]3[O:31][CH2:32][CH3:33])=[C:16]([F:34])[CH:15]=2)=[CH:10][CH:11]=[CH:12][CH:13]=1)=[O:7])([CH3:4])([CH3:3])[CH3:2].Cl.[NH2:36][OH:37].N1C=CC=CC=1. (7) Given the product [CH:20]1[C:21]2[N:9]([C:4]3[CH:3]=[C:2]([C:38]4[CH:41]=[N:28][C:23]([Cl:22])=[N:24][CH:25]=4)[CH:7]=[C:6]([C:26]4[CH:25]=[N:24][C:23]([Cl:22])=[N:28][CH:27]=4)[CH:5]=3)[C:10]3[C:15](=[CH:14][CH:13]=[CH:12][CH:11]=3)[C:16]=2[CH:17]=[CH:18][CH:19]=1, predict the reactants needed to synthesize it. The reactants are: Br[C:2]1[CH:3]=[C:4]([N:9]2[C:21]3[CH:20]=[CH:19][CH:18]=[CH:17][C:16]=3[C:15]3[C:10]2=[CH:11][CH:12]=[CH:13][CH:14]=3)[CH:5]=[C:6](Br)[CH:7]=1.[Cl:22][C:23]1[N:28]=[CH:27][C:26](B(O)O)=[CH:25][N:24]=1.C(=O)([O-])[O-].[Na+].[Na+].[CH2:38]([CH2:41]OC)OC. (8) Given the product [NH2:24][C:21]1[CH:22]=[CH:23][C:18]([C:16]([NH:15][C@H:11]2[CH2:12][CH2:13][CH2:14][C@@H:9]([NH:8][C:5]3[N:4]=[C:3]([C:32]4[CH:33]=[N:34][CH:35]=[CH:36][CH:37]=4)[C:2]([Cl:1])=[CH:7][N:6]=3)[CH2:10]2)=[O:17])=[CH:19][CH:20]=1, predict the reactants needed to synthesize it. The reactants are: [Cl:1][C:2]1[C:3]([C:32]2[CH:33]=[N:34][CH:35]=[CH:36][CH:37]=2)=[N:4][C:5]([NH:8][C@@H:9]2[CH2:14][CH2:13][CH2:12][C@H:11]([NH:15][C:16]([C:18]3[CH:23]=[CH:22][C:21]([NH:24]C(=O)OC(C)(C)C)=[CH:20][CH:19]=3)=[O:17])[CH2:10]2)=[N:6][CH:7]=1.Cl.O1CCOCC1. (9) Given the product [Cl:45][C:21]1[CH:22]=[CH:23][C:18]([NH:17][C:25]2[C:34]3[C:29](=[CH:30][C:31]([O:6][S:7]([C:10]([F:11])([F:12])[F:13])(=[O:8])=[O:9])=[C:32]([O:35][CH3:36])[CH:33]=3)[N:28]=[CH:27][N:26]=2)=[C:19]([F:24])[CH:20]=1, predict the reactants needed to synthesize it. The reactants are: FC(F)(F)S([O:6][S:7]([C:10]([F:13])([F:12])[F:11])(=[O:9])=[O:8])(=O)=O.Cl[N:17]([C:25]1[C:34]2[C:29](=[CH:30][C:31](O)=[C:32]([O:35][CH3:36])[CH:33]=2)[N:28]=[CH:27][N:26]=1)[C:18]1[CH:23]=[CH:22][CH:21]=[CH:20][C:19]=1[F:24].N1C=CC=CC=1.C(Cl)[Cl:45].